Dataset: Catalyst prediction with 721,799 reactions and 888 catalyst types from USPTO. Task: Predict which catalyst facilitates the given reaction. (1) Reactant: [Br:1][C:2]1[CH:3]=[CH:4][C:5]([CH3:41])=[C:6]([NH:8][C:9]([C:11]2[N:12]=[CH:13][NH:14][C:15]=2[C:16]([NH:18][C:19]2[NH:23][C:22]3[CH:24]=[CH:25][C:26]([N:28]4[CH2:33][CH2:32][N:31](C(OC(C)(C)C)=O)[CH2:30][CH2:29]4)=[CH:27][C:21]=3[N:20]=2)=[O:17])=[O:10])[CH:7]=1.[ClH:42]. Product: [ClH:42].[Br:1][C:2]1[CH:3]=[CH:4][C:5]([CH3:41])=[C:6]([NH:8][C:9]([C:11]2[N:12]=[CH:13][NH:14][C:15]=2[C:16]([NH:18][C:19]2[NH:23][C:22]3[CH:24]=[CH:25][C:26]([N:28]4[CH2:29][CH2:30][NH:31][CH2:32][CH2:33]4)=[CH:27][C:21]=3[N:20]=2)=[O:17])=[O:10])[CH:7]=1. The catalyst class is: 71. (2) Reactant: [NH2:1][C:2]1[C:3]([F:23])=[CH:4][C:5]([Cl:22])=[C:6]([NH:8][C:9]2[N:10]=[CH:11][C:12]3[N:17]=[C:16]([NH:18][C:19](=[O:21])[CH3:20])[S:15][C:13]=3[N:14]=2)[CH:7]=1.[C:24]([C:26]([C:29]1[CH:30]=[C:31]([CH:35]=[CH:36][CH:37]=1)[C:32](O)=[O:33])([CH3:28])[CH3:27])#[N:25].F[P-](F)(F)(F)(F)F.N1(OC(N(C)C)=[N+](C)C)C2N=CC=CC=2N=N1.C(=O)([O-])O.[Na+]. Product: [C:19]([NH:18][C:16]1[S:15][C:13]2[N:14]=[C:9]([NH:8][C:6]3[C:5]([Cl:22])=[CH:4][C:3]([F:23])=[C:2]([NH:1][C:32](=[O:33])[C:31]4[CH:35]=[CH:36][CH:37]=[C:29]([C:26]([C:24]#[N:25])([CH3:27])[CH3:28])[CH:30]=4)[CH:7]=3)[N:10]=[CH:11][C:12]=2[N:17]=1)(=[O:21])[CH3:20]. The catalyst class is: 17. (3) Reactant: [OH:1][CH:2]([CH3:12])[CH2:3][NH:4][C:5](=[O:11])[C:6]([O:8][CH2:9][CH3:10])=[O:7].CC(OI1(OC(C)=O)(OC(C)=O)OC(=O)C2C=CC=CC1=2)=O. Product: [O:11]=[C:5]([NH:4][CH2:3][C:2](=[O:1])[CH3:12])[C:6]([O:8][CH2:9][CH3:10])=[O:7]. The catalyst class is: 2. (4) Reactant: [F:1][C:2]([F:42])([F:41])[C:3]1[CH:4]=[C:5]([C@H:13]2[O:17][C:16](=[O:18])[N:15]([CH2:19][C:20]3[C:21]([NH:30][CH:31]4[CH2:36][CH2:35][C:34](=O)[CH2:33][CH:32]4[CH2:38][CH3:39])=[N:22][CH:23]=[C:24]([C:26]([F:29])([F:28])[F:27])[CH:25]=3)[C@H:14]2[CH3:40])[CH:6]=[C:7]([C:9]([F:12])([F:11])[F:10])[CH:8]=1.Cl.[CH2:44]([NH2:46])[CH3:45].[BH-](OC(C)=O)(OC(C)=O)OC(C)=O.[Na+]. Product: [F:11][C:9]([F:12])([F:10])[C:7]1[CH:6]=[C:5]([C@H:13]2[O:17][C:16](=[O:18])[N:15]([CH2:19][C:20]3[C:21]([NH:30][CH:31]4[CH2:36][CH2:35][CH:34]([NH:46][CH2:44][CH3:45])[CH2:33][CH:32]4[CH2:38][CH3:39])=[N:22][CH:23]=[C:24]([C:26]([F:28])([F:27])[F:29])[CH:25]=3)[C@H:14]2[CH3:40])[CH:4]=[C:3]([C:2]([F:41])([F:42])[F:1])[CH:8]=1. The catalyst class is: 4. (5) Reactant: [CH:1]12[CH2:16][CH:12]([CH2:13][NH:14][CH2:15]1)[C:11]1[CH:10]=[C:9]3[C:4]([N:5]=[CH:6][CH:7]=[N:8]3)=[CH:3][C:2]2=1.[C:17]([OH:26])(=[O:25])[C@@H:18]([C@H:20]([C:22]([OH:24])=[O:23])[OH:21])[OH:19]. Product: [C:22]([C@@H:20]([C@H:18]([C:17]([O-:26])=[O:25])[OH:19])[OH:21])([O-:24])=[O:23].[CH:12]12[CH2:16][CH:1]([CH2:15][NH:14][CH2:13]1)[C:2]1[CH:3]=[C:4]3[C:9]([N:8]=[CH:7][CH:6]=[N:5]3)=[CH:10][C:11]2=1. The catalyst class is: 5. (6) Reactant: [Br:1][C:2]1[N:7]=[CH:6][C:5]([NH:8][CH3:9])=[C:4]([NH2:10])[CH:3]=1.[NH:11]1[CH:15]=[C:14]([C:16](O)=O)[CH:13]=[N:12]1.[OH-].[Na+]. Product: [Br:1][C:2]1[N:7]=[CH:6][C:5]2[N:8]([CH3:9])[C:16]([C:14]3[CH:13]=[N:12][NH:11][CH:15]=3)=[N:10][C:4]=2[CH:3]=1. The catalyst class is: 6. (7) Reactant: [NH:1]1[CH2:5][CH2:4][CH2:3][CH2:2]1.CCN(C(C)C)C(C)C.[Br:15][C:16]1[C:17]([CH3:25])=[CH:18][C:19]([C:22](Cl)=[O:23])=[N:20][CH:21]=1. Product: [Br:15][C:16]1[C:17]([CH3:25])=[CH:18][C:19]([C:22]([N:1]2[CH2:5][CH2:4][CH2:3][CH2:2]2)=[O:23])=[N:20][CH:21]=1. The catalyst class is: 2.